From a dataset of Full USPTO retrosynthesis dataset with 1.9M reactions from patents (1976-2016). Predict the reactants needed to synthesize the given product. (1) Given the product [CH3:35][NH:34][C:33]([C:31]1[N:32]=[C:20]2[N:19]=[C:18]([C:15]3[CH:14]=[CH:13][C:12]([C:8]4([NH2:7])[CH2:11][CH2:10][CH2:9]4)=[CH:17][CH:16]=3)[C:23]([C:24]3[CH:29]=[CH:28][CH:27]=[CH:26][CH:25]=3)=[CH:22][N:21]2[N:30]=1)=[O:36], predict the reactants needed to synthesize it. The reactants are: C(OC(=O)[NH:7][C:8]1([C:12]2[CH:17]=[CH:16][C:15]([C:18]3[C:23]([C:24]4[CH:29]=[CH:28][CH:27]=[CH:26][CH:25]=4)=[CH:22][N:21]4[N:30]=[C:31]([C:33](=[O:36])[NH:34][CH3:35])[N:32]=[C:20]4[N:19]=3)=[CH:14][CH:13]=2)[CH2:11][CH2:10][CH2:9]1)(C)(C)C.C(O)(C(F)(F)F)=O. (2) Given the product [CH3:2][N:3]([C:4]1[CH:23]=[CH:22][C:7]2[N:8]([CH2:15][CH:16]3[CH2:21][CH2:20][O:19][CH2:18][CH2:17]3)[C:9]([C:11]([F:12])([F:13])[F:14])=[N:10][C:6]=2[CH:5]=1)[S:33]([C:30]1[CH:29]=[CH:28][C:27]([N+:24]([O-:26])=[O:25])=[CH:32][CH:31]=1)(=[O:34])=[O:35], predict the reactants needed to synthesize it. The reactants are: Cl.[CH3:2][NH:3][C:4]1[CH:23]=[CH:22][C:7]2[N:8]([CH2:15][CH:16]3[CH2:21][CH2:20][O:19][CH2:18][CH2:17]3)[C:9]([C:11]([F:14])([F:13])[F:12])=[N:10][C:6]=2[CH:5]=1.[N+:24]([C:27]1[CH:32]=[CH:31][C:30]([S:33](Cl)(=[O:35])=[O:34])=[CH:29][CH:28]=1)([O-:26])=[O:25]. (3) Given the product [S:1]1[CH:5]=[CH:4][CH:3]=[C:2]1[CH2:6][O:7][C:8]1[N:9]=[C:10]([N:15]2[CH2:20][CH2:19][NH:18][CH2:17][CH2:16]2)[CH:11]=[CH:12][CH:13]=1, predict the reactants needed to synthesize it. The reactants are: [S:1]1[CH:5]=[CH:4][CH:3]=[C:2]1[CH2:6][O:7][C:8]1[CH:13]=[CH:12][CH:11]=[C:10](Br)[N:9]=1.[NH:15]1[CH2:20][CH2:19][NH:18][CH2:17][CH2:16]1.N1(C(OCCCC)=O)CCNCC1. (4) Given the product [O:22]1[C:31]2[CH:30]=[C:29]([CH2:32][NH:1][CH:2]3[CH2:3][CH2:4][N:5]([CH2:8][CH2:9][N:10]4[C:19]5[C:14](=[CH:15][CH:16]=[C:17]([F:20])[CH:18]=5)[N:13]=[CH:12][C:11]4=[O:21])[CH2:6][CH2:7]3)[N:28]=[CH:27][C:26]=2[O:25][CH2:24][CH2:23]1, predict the reactants needed to synthesize it. The reactants are: [NH2:1][CH:2]1[CH2:7][CH2:6][N:5]([CH2:8][CH2:9][N:10]2[C:19]3[C:14](=[CH:15][CH:16]=[C:17]([F:20])[CH:18]=3)[N:13]=[CH:12][C:11]2=[O:21])[CH2:4][CH2:3]1.[O:22]1[C:31]2[CH:30]=[C:29]([CH:32]=O)[N:28]=[CH:27][C:26]=2[O:25][CH2:24][CH2:23]1.C(O[BH-](OC(=O)C)OC(=O)C)(=O)C.[Na+].C(=O)([O-])O.[Na+].